The task is: Predict which catalyst facilitates the given reaction.. This data is from Catalyst prediction with 721,799 reactions and 888 catalyst types from USPTO. (1) Reactant: [NH2:1][C:2]1[CH:3]=[CH:4][C:5]([F:28])=[C:6]([C@:8]2([CH3:27])[CH2:13][C:12]3([CH2:18][CH2:17][O:16][CH2:15][CH2:14]3)[S:11][C:10]([NH:19]C(=O)OC(C)(C)C)=[N:9]2)[CH:7]=1.F[C:30]1[C:35]([O:36][CH3:37])=[CH:34][CH:33]=[CH:32][N:31]=1.Cl. Product: [F:28][C:5]1[CH:4]=[CH:3][C:2]([NH:1][C:30]2[C:35]([O:36][CH3:37])=[CH:34][CH:33]=[CH:32][N:31]=2)=[CH:7][C:6]=1[C@:8]1([CH3:27])[CH2:13][C:12]2([CH2:18][CH2:17][O:16][CH2:15][CH2:14]2)[S:11][C:10]([NH2:19])=[N:9]1. The catalyst class is: 32. (2) Reactant: [CH3:1][C:2]1[CH:10]=[CH:9][C:5]([C:6]([OH:8])=O)=[CH:4][C:3]=1[B:11]1[O:15][C:14]([CH3:17])([CH3:16])[C:13]([CH3:19])([CH3:18])[O:12]1.S(Cl)(Cl)=O.[F:24][C:25]([F:34])([F:33])[C:26]1[CH:27]=[C:28]([NH2:32])[CH:29]=[CH:30][CH:31]=1.C(N(CC)CC)C. Product: [CH3:1][C:2]1[CH:10]=[CH:9][C:5]([C:6]([NH:32][C:28]2[CH:29]=[CH:30][CH:31]=[C:26]([C:25]([F:24])([F:33])[F:34])[CH:27]=2)=[O:8])=[CH:4][C:3]=1[B:11]1[O:15][C:14]([CH3:17])([CH3:16])[C:13]([CH3:19])([CH3:18])[O:12]1. The catalyst class is: 2. (3) Reactant: COC1C=C2C(C(OCC(O)C)=CC=N2)=CC=1.[CH3:18][O:19][C:20]1[CH:29]=[C:28]2[C:23]([C:24]([O:30][CH:31]([CH3:34])[CH2:32]O)=[CH:25][CH:26]=[N:27]2)=[CH:22][CH:21]=1.P(Br)(Br)[Br:36]. Product: [Br:36][CH2:32][CH:31]([O:30][C:24]1[C:23]2[C:28](=[CH:29][C:20]([O:19][CH3:18])=[CH:21][CH:22]=2)[N:27]=[CH:26][CH:25]=1)[CH3:34]. The catalyst class is: 2. (4) Reactant: [ClH:1].[N:2]1[CH:7]=[CH:6][C:5]([N:8]2[CH2:25][CH2:24][C:11]3([CH2:16][CH2:15][N:14](C(OC(C)(C)C)=O)[CH2:13][CH2:12]3)[CH2:10][CH2:9]2)=[CH:4][CH:3]=1. Product: [ClH:1].[ClH:1].[N:2]1[CH:3]=[CH:4][C:5]([N:8]2[CH2:25][CH2:24][C:11]3([CH2:16][CH2:15][NH:14][CH2:13][CH2:12]3)[CH2:10][CH2:9]2)=[CH:6][CH:7]=1. The catalyst class is: 5. (5) Reactant: [CH2:1]([O:3][C:4]1[CH:11]=[C:10]([CH2:12][CH2:13][OH:14])[CH:9]=[CH:8][C:5]=1[C:6]#[N:7])[CH3:2].CC(OI1(OC(C)=O)(OC(C)=O)OC(=O)C2C=CC=CC1=2)=O. Product: [CH2:1]([O:3][C:4]1[CH:11]=[C:10]([CH2:12][CH:13]=[O:14])[CH:9]=[CH:8][C:5]=1[C:6]#[N:7])[CH3:2]. The catalyst class is: 2. (6) Reactant: [Cl:1][C:2]1[CH:3]=[C:4]([C:9]2([C:22]([F:25])([F:24])[F:23])[O:13][N:12]=[C:11]([C:14]3[CH:15]=[CH:16][C:17]([CH3:21])=[C:18]([CH:20]=3)[NH2:19])[CH2:10]2)[CH:5]=[C:6]([Cl:8])[CH:7]=1.[C:26](O)(=[O:35])[C:27]1[CH:32]=[CH:31][CH:30]=[C:29]([O:33][CH3:34])[CH:28]=1.Cl.C(N(CC)CCCN=C=NCC)C.C(=O)([O-])O.[Na+]. Product: [Cl:1][C:2]1[CH:3]=[C:4]([C:9]2([C:22]([F:23])([F:25])[F:24])[O:13][N:12]=[C:11]([C:14]3[CH:15]=[CH:16][C:17]([CH3:21])=[C:18]([NH:19][C:26](=[O:35])[C:27]4[CH:32]=[CH:31][CH:30]=[C:29]([O:33][CH3:34])[CH:28]=4)[CH:20]=3)[CH2:10]2)[CH:5]=[C:6]([Cl:8])[CH:7]=1. The catalyst class is: 9.